This data is from Reaction yield outcomes from USPTO patents with 853,638 reactions. The task is: Predict the reaction yield, written as a fraction of the theoretical maximum amount of product (1.0 means a 100% yield; for example, 0.34 means a 34% yield). The reactants are [CH2:1]([N:3]1[CH2:7][CH2:6][CH2:5][CH:4]1[CH2:8][O:9][C:10]1[CH:11]=[C:12]2[C:17](=[CH:18][CH:19]=1)[CH:16]=[C:15]([C:20]1[C:28]3[C:23](=[CH:24][CH:25]=[C:26](C#N)[CH:27]=3)[N:22](C3CCCCO3)[N:21]=1)[CH:14]=[CH:13]2)[CH3:2].[OH-].[K+].F[P-](F)(F)(F)(F)F.N1([O:55][C:56](N(C)C)=[N+](C)C)C2C=CC=CC=2N=N1.O.ON1C2C=CC=CC=2N=N1.C(N(CC)CC)C.[CH2:81]([NH2:86])[C:82]([CH3:85])([CH3:84])[CH3:83]. The catalyst is C(O)C.O. The product is [CH3:83][C:82]([CH3:85])([CH3:84])[CH2:81][NH:86][C:56]([C:26]1[CH:27]=[C:28]2[C:23](=[CH:24][CH:25]=1)[NH:22][N:21]=[C:20]2[C:15]1[CH:14]=[CH:13][C:12]2[C:17](=[CH:18][CH:19]=[C:10]([O:9][CH2:8][CH:4]3[CH2:5][CH2:6][CH2:7][N:3]3[CH2:1][CH3:2])[CH:11]=2)[CH:16]=1)=[O:55]. The yield is 0.370.